This data is from NCI-60 drug combinations with 297,098 pairs across 59 cell lines. The task is: Regression. Given two drug SMILES strings and cell line genomic features, predict the synergy score measuring deviation from expected non-interaction effect. Drug 2: C(CC(=O)O)C(=O)CN.Cl. Synergy scores: CSS=43.4, Synergy_ZIP=-2.36, Synergy_Bliss=-5.79, Synergy_Loewe=-40.2, Synergy_HSA=-4.60. Cell line: SR. Drug 1: C1=CC(=CC=C1CC(C(=O)O)N)N(CCCl)CCCl.Cl.